Task: Predict the product of the given reaction.. Dataset: Forward reaction prediction with 1.9M reactions from USPTO patents (1976-2016) (1) Given the reactants [Cl:1][C:2]1[N:7]=[C:6](Cl)[CH:5]=[CH:4][N:3]=1.[N+:9]([C:12]1[CH:13]=[C:14]([CH:16]=[CH:17][CH:18]=1)[NH2:15])([O-:11])=[O:10].C(N(C(C)C)C(C)C)C, predict the reaction product. The product is: [Cl:1][C:2]1[N:7]=[C:6]([NH:15][C:14]2[CH:16]=[CH:17][CH:18]=[C:12]([N+:9]([O-:11])=[O:10])[CH:13]=2)[CH:5]=[CH:4][N:3]=1. (2) Given the reactants [CH:1]([C:4]1[CH:9]=[CH:8][CH:7]=[C:6]([CH:10]([CH3:12])[CH3:11])[C:5]=1[OH:13])([CH3:3])[CH3:2].OC1C=CC([C:19]([OH:21])=[O:20])=CC=1.[OH-].[Na+], predict the reaction product. The product is: [OH:13][C:5]1[C:4]([CH:1]([CH3:3])[CH3:2])=[CH:9][C:8]([C:19]([OH:21])=[O:20])=[CH:7][C:6]=1[CH:10]([CH3:12])[CH3:11]. (3) Given the reactants [F:1][C:2]([F:15])([F:14])[C:3]1[CH:4]=[C:5]2[C:10](=[CH:11][CH:12]=1)[N:9]=[N:8][CH:7]=[C:6]2O.P(Cl)(Cl)([Cl:18])=O, predict the reaction product. The product is: [Cl:18][C:6]1[C:5]2[C:10](=[CH:11][CH:12]=[C:3]([C:2]([F:15])([F:14])[F:1])[CH:4]=2)[N:9]=[N:8][CH:7]=1. (4) Given the reactants Cl[C:2]1[N:25]=[CH:24][C:5]2[C:6]3[N:10]([CH2:11][CH2:12][O:13][C:4]=2[CH:3]=1)[CH:9]=[C:8]([C:14]1[N:18]([CH:19]([CH3:21])[CH3:20])[N:17]=[C:16]([CH2:22][OH:23])[N:15]=1)[N:7]=3.Cl.[F:27][C:28]1([F:32])[CH2:31][NH:30][CH2:29]1, predict the reaction product. The product is: [F:27][C:28]1([F:32])[CH2:31][N:30]([C:2]2[N:25]=[CH:24][C:5]3[C:6]4[N:10]([CH:9]=[C:8]([C:14]5[N:18]([CH:19]([CH3:21])[CH3:20])[N:17]=[C:16]([CH2:22][OH:23])[N:15]=5)[N:7]=4)[CH2:11][CH2:12][O:13][C:4]=3[CH:3]=2)[CH2:29]1. (5) Given the reactants [CH:1]([N:4]1[C:8]([C:9]2[C:14]([CH2:15][O:16][C:17]3[CH:18]=[CH:19][C:20]4[N:24]=[CH:23][N:22](C(OC(C)(C)C)=O)[C:21]=4[CH:32]=3)=[CH:13][CH:12]=[CH:11][N:10]=2)=[CH:7][CH:6]=[N:5]1)([CH3:3])[CH3:2].C(N1C(C2C([CH2:47][O:48]C3C=CC4N(C(OC(C)(C)C)=O)C=NC=4C=3)=CC=CN=2)=CC=N1)(C)C.N12CN3CN(CN(C3)C1)C2.C12CC3CC(CC(C3)C1)C2, predict the reaction product. The product is: [CH:1]([N:4]1[C:8]([C:9]2[C:14]([CH2:15][O:16][C:17]3[CH:18]=[CH:19][C:20]4[N:24]=[CH:23][NH:22][C:21]=4[C:32]=3[CH:47]=[O:48])=[CH:13][CH:12]=[CH:11][N:10]=2)=[CH:7][CH:6]=[N:5]1)([CH3:3])[CH3:2]. (6) Given the reactants [NH2:1][C:2]1[CH:21]=[CH:20][CH:19]=[CH:18][C:3]=1[CH2:4][N:5]1[CH2:10][CH2:9][CH:8]([C:11]2[CH:16]=[CH:15][CH:14]=[CH:13][CH:12]=2)[O:7][C:6]1=[O:17].C(N(CC)CC)C.[F:29][C:30]([F:43])([F:42])[S:31](O[S:31]([C:30]([F:43])([F:42])[F:29])(=[O:33])=[O:32])(=[O:33])=[O:32].O.Cl, predict the reaction product. The product is: [C:11]1([CH:8]2[O:7][C:6](=[O:17])[N:5]([CH2:4][C:3]3[CH:18]=[CH:19][CH:20]=[CH:21][C:2]=3[NH:1][S:31]([C:30]([F:43])([F:42])[F:29])(=[O:33])=[O:32])[CH2:10][CH2:9]2)[CH:16]=[CH:15][CH:14]=[CH:13][CH:12]=1.